Dataset: Reaction yield outcomes from USPTO patents with 853,638 reactions. Task: Predict the reaction yield, written as a fraction of the theoretical maximum amount of product (1.0 means a 100% yield; for example, 0.34 means a 34% yield). (1) The reactants are C([O:3][C:4]([C:6]1[C:7]([CH:19]([F:21])[F:20])=[N:8][N:9]([CH3:18])[C:10]=1[C:11]([F:17])([F:16])[C:12]([F:15])([F:14])[F:13])=[O:5])C.[OH-].[Na+]. The catalyst is C(O)C. The product is [CH3:18][N:9]1[C:10]([C:11]([F:16])([F:17])[C:12]([F:13])([F:14])[F:15])=[C:6]([C:4]([OH:5])=[O:3])[C:7]([CH:19]([F:21])[F:20])=[N:8]1. The yield is 0.970. (2) The reactants are [C:1]([NH:9][C:10]1[S:11][CH2:12][C@@H:13]2[C@@H:18]([C:19](N(OC)C)=[O:20])[O:17][CH2:16][C@:14]2([C:25]2[CH:30]=[C:29]([Br:31])[CH:28]=[CH:27][C:26]=2[F:32])[N:15]=1)(=[O:8])[C:2]1[CH:7]=[CH:6][CH:5]=[CH:4][CH:3]=1.[CH2:33]1COCC1. The catalyst is [Cl-].[NH4+]. The product is [C:19]([C@@H:18]1[C@@H:13]2[C@@:14]([C:25]3[CH:30]=[C:29]([Br:31])[CH:28]=[CH:27][C:26]=3[F:32])([N:15]=[C:10]([NH:9][C:1](=[O:8])[C:2]3[CH:3]=[CH:4][CH:5]=[CH:6][CH:7]=3)[S:11][CH2:12]2)[CH2:16][O:17]1)(=[O:20])[CH3:33]. The yield is 0.930.